This data is from Reaction yield outcomes from USPTO patents with 853,638 reactions. The task is: Predict the reaction yield, written as a fraction of the theoretical maximum amount of product (1.0 means a 100% yield; for example, 0.34 means a 34% yield). (1) The reactants are [C:1]([C:4]1[C:22](=[O:23])[C@@:8]2([CH3:24])[C:9]3[C:15]([OH:16])=[CH:14][C:13]([O:17][CH3:18])=[C:12]([C:19]([NH2:21])=[O:20])[C:10]=3[O:11][C:7]2=[CH:6][C:5]=1[OH:25])(=[O:3])[CH3:2].[CH3:26][C:27]1[CH:36]=[CH:35][C:34]2[C:29](=[CH:30][C:31]([CH3:37])=[CH:32][CH:33]=2)[C:28]=1[CH:38]=O.C([SiH](CC)CC)C.FC(F)(F)C(O)=O. The catalyst is C(#N)C. The product is [C:1]([C:4]1[C:22](=[O:23])[C@@:8]2([CH3:24])[C:9]3[C:15]([OH:16])=[CH:14][C:13]([O:17][CH3:18])=[C:12]([C:19]([NH:21][CH2:38][C:28]4[C:29]5[C:34](=[CH:33][CH:32]=[C:31]([CH3:37])[CH:30]=5)[CH:35]=[CH:36][C:27]=4[CH3:26])=[O:20])[C:10]=3[O:11][C:7]2=[CH:6][C:5]=1[OH:25])(=[O:3])[CH3:2]. The yield is 0.750. (2) The reactants are [F:1][C:2]1[CH:3]=[C:4]([CH:9]([CH3:14])[C:10]([O:12][CH3:13])=[O:11])[CH:5]=[CH:6][C:7]=1I.[OH:15][C:16]1[CH:17]=[C:18](B(O)O)[CH:19]=[CH:20][CH:21]=1. No catalyst specified. The product is [F:1][C:2]1[CH:3]=[C:4]([CH:9]([CH3:14])[C:10]([O:12][CH3:13])=[O:11])[CH:5]=[CH:6][C:7]=1[C:20]1[CH:19]=[CH:18][CH:17]=[C:16]([OH:15])[CH:21]=1. The yield is 0.840. (3) The reactants are [ClH:1].[CH3:2][C:3]1[C:8]([N+:9]([O-])=O)=[C:7]([NH:12][C:13]2[CH:31]=[CH:30][C:16]([CH2:17][CH2:18][NH:19][C:20](=[O:29])[O:21][CH2:22][C:23]3[CH:28]=[CH:27][CH:26]=[CH:25][CH:24]=3)=[CH:15][CH:14]=2)[CH:6]=[C:5]([CH3:32])[N:4]=1. The product is [ClH:1].[NH2:9][C:8]1[C:3]([CH3:2])=[N:4][C:5]([CH3:32])=[CH:6][C:7]=1[NH:12][C:13]1[CH:14]=[CH:15][C:16]([CH2:17][CH2:18][NH:19][C:20](=[O:29])[O:21][CH2:22][C:23]2[CH:24]=[CH:25][CH:26]=[CH:27][CH:28]=2)=[CH:30][CH:31]=1. The yield is 0.899. The catalyst is [Pt].CO. (4) The reactants are CC1C=CC(S(O[CH2:12][C:13]([F:16])([F:15])[F:14])(=O)=O)=CC=1.[Cl:17][C:18]1[CH:19]=[CH:20][C:21]([CH2:25][OH:26])=[C:22]([OH:24])[CH:23]=1.C([O-])([O-])=O.[K+].[K+]. The catalyst is CN(C=O)C. The product is [Cl:17][C:18]1[CH:19]=[CH:20][C:21]([CH2:25][OH:26])=[C:22]([O:24][CH2:12][C:13]([F:16])([F:15])[F:14])[CH:23]=1. The yield is 0.130. (5) The reactants are [C:1]([C:4]1[CH:9]=[CH:8][C:7]([NH:10][C:11]([NH:13][C:14]2[C:15]([NH:25][CH2:26][CH2:27][CH2:28][OH:29])=[C:16]([CH:21]=[CH:22][C:23]=2[Cl:24])[C:17]([O:19][CH3:20])=[O:18])=S)=[C:6]([CH3:30])[CH:5]=1)(=[O:3])[NH2:2].Cl.C(N=C=NCCCN(C)C)C.C(N(CC)CC)C. The catalyst is O1CCCC1.C(=O)([O-])O.[Na+]. The product is [C:1]([C:4]1[CH:9]=[CH:8][C:7]([NH:10][C:11]2[N:25]([CH2:26][CH2:27][CH2:28][OH:29])[C:15]3[C:16]([C:17]([O:19][CH3:20])=[O:18])=[CH:21][CH:22]=[C:23]([Cl:24])[C:14]=3[N:13]=2)=[C:6]([CH3:30])[CH:5]=1)(=[O:3])[NH2:2]. The yield is 0.390.